This data is from Reaction yield outcomes from USPTO patents with 853,638 reactions. The task is: Predict the reaction yield, written as a fraction of the theoretical maximum amount of product (1.0 means a 100% yield; for example, 0.34 means a 34% yield). The yield is 0.900. The catalyst is C(Cl)Cl. The product is [C:1]1([C:7]2[CH:12]=[C:11]([CH:13]3[CH2:14][CH2:15][S:16](=[O:19])(=[O:20])[CH2:17][CH2:18]3)[CH:10]=[CH:9][C:8]=2[NH:21][C:22]([C:24]2[NH:25][CH:26]=[C:27]([C:29]#[N:30])[N:28]=2)=[O:23])[CH2:6][CH2:5][CH2:4][CH2:3][CH:2]=1. The reactants are [C:1]1([C:7]2[CH:12]=[C:11]([CH:13]3[CH2:18][CH2:17][S:16](=[O:20])(=[O:19])[CH2:15][CH2:14]3)[CH:10]=[CH:9][C:8]=2[NH:21][C:22]([C:24]2[N:25](COCC[Si](C)(C)C)[CH:26]=[C:27]([C:29]#[N:30])[N:28]=2)=[O:23])[CH2:6][CH2:5][CH2:4][CH2:3][CH:2]=1.CCO.C(O)(C(F)(F)F)=O.